From a dataset of HIV replication inhibition screening data with 41,000+ compounds from the AIDS Antiviral Screen. Binary Classification. Given a drug SMILES string, predict its activity (active/inactive) in a high-throughput screening assay against a specified biological target. (1) The molecule is CN(C)c1ccc(-c2c(C#N)c(-c3ccccc3)n(NS(=O)(=O)c3ccccc3)c(=O)c2C#N)cc1. The result is 0 (inactive). (2) The drug is CC(C)C1=CC2C3C(=O)NC(=O)C3C1C1C3C(=O)NC(=O)C3C21. The result is 0 (inactive). (3) The drug is O=C(OC1C2C=COC(OC3OC(CO)C(O)C(O)C3O)C2C2(CO)OC12)c1ccc(O)c(O)c1. The result is 0 (inactive). (4) The compound is O=C(O)c1cc2ccccc2nc1O. The result is 0 (inactive). (5) The drug is Cc1ccc(C)c(N2C(=O)C(=O)C(c3nc4ccccc4s3)C(=O)C2=O)c1. The result is 0 (inactive).